This data is from Catalyst prediction with 721,799 reactions and 888 catalyst types from USPTO. The task is: Predict which catalyst facilitates the given reaction. Reactant: [CH:1]([Li])([CH2:3][CH3:4])[CH3:2].[F:6][C:7]1[C:16]2[C:11](=[CH:12][CH:13]=[CH:14][CH:15]=2)[CH:10]=[CH:9][C:8]=1[C:17]([OH:19])=[O:18].[CH3:20][O:21][C:22]1[C:31]2[C:26](=[CH:27][CH:28]=[CH:29][CH:30]=2)[CH:25]=[CH:24][C:23]=1[C:32]([OH:34])=[O:33].Cl. Product: [CH:1]([C:7]1[C:16]2[C:11](=[CH:12][CH:13]=[CH:14][CH:15]=2)[CH:10]=[CH:9][C:8]=1[C:17]([OH:19])=[O:18])([CH2:3][CH3:4])[CH3:2].[F:6][C:7]1[C:16]2[C:11](=[CH:12][CH:13]=[CH:14][CH:15]=2)[CH:10]=[CH:9][C:8]=1[C:17]([OH:19])=[O:18].[CH3:20][O:21][C:22]1[C:31]2[C:26](=[CH:27][CH:28]=[CH:29][CH:30]=2)[CH:25]=[CH:24][C:23]=1[C:32]([OH:34])=[O:33]. The catalyst class is: 20.